From a dataset of Reaction yield outcomes from USPTO patents with 853,638 reactions. Predict the reaction yield, written as a fraction of the theoretical maximum amount of product (1.0 means a 100% yield; for example, 0.34 means a 34% yield). (1) The reactants are COC([C:5]1[C:6]([N:14]([CH2:21][CH2:22][CH2:23][C:24](OCC)=[O:25])[C:15]([O:17][CH:18]([CH3:20])[CH3:19])=[O:16])=[C:7]2[C:11](=[CH:12][CH:13]=1)[CH2:10][CH2:9][CH2:8]2)=O.CC(C)([O-])C.[K+].Cl.[Cl-].[Li+]. The catalyst is C1COCC1.[Cl-].[Na+].O. The product is [CH:18]([O:17][C:15]([N:14]1[C:6]2[C:7]3[CH2:8][CH2:9][CH2:10][C:11]=3[CH:12]=[CH:13][C:5]=2[C:24](=[O:25])[CH2:23][CH2:22][CH2:21]1)=[O:16])([CH3:19])[CH3:20]. The yield is 0.810. (2) The reactants are [CH:1]([C:4]1[C:5]([O:13][CH2:14][CH2:15][CH3:16])=[C:6]([CH:10]=[CH:11][CH:12]=1)[CH2:7]CN)([CH3:3])[CH3:2].[CH:17]([N:20](C(C)C)CC)(C)C.Cl.[O:27]=[C:28]1[NH:37][C:36]2[N:35]=[CH:34][C:33](/[CH:38]=[CH:39]/[C:40]([OH:42])=O)=[CH:32][C:31]=2[CH2:30][CH2:29]1.O.ON1C2C=CC=CC=2N=N1.Cl.CN(C)CCCN=C=NCC. The catalyst is CN(C=O)C.O. The product is [CH:1]([C:4]1[C:5]([O:13][CH2:14][CH2:15][CH3:16])=[C:6]([CH:10]=[CH:11][CH:12]=1)[CH2:7][N:20]([CH3:17])[C:40](=[O:42])/[CH:39]=[CH:38]/[C:33]1[CH:34]=[N:35][C:36]2[NH:37][C:28](=[O:27])[CH2:29][CH2:30][C:31]=2[CH:32]=1)([CH3:2])[CH3:3]. The yield is 0.630.